From a dataset of CYP3A4 inhibition data for predicting drug metabolism from PubChem BioAssay. Regression/Classification. Given a drug SMILES string, predict its absorption, distribution, metabolism, or excretion properties. Task type varies by dataset: regression for continuous measurements (e.g., permeability, clearance, half-life) or binary classification for categorical outcomes (e.g., BBB penetration, CYP inhibition). Dataset: cyp3a4_veith. (1) The compound is CCOC(=O)c1nc(N)sc1C(=O)OCC. The result is 0 (non-inhibitor). (2) The drug is O=S(=O)(O)c1ccc2c(N=Nc3c(O)ccc4ccccc34)cccc2c1. The result is 0 (non-inhibitor). (3) The molecule is Cc1ccc(S(=O)(=O)Oc2ccc(C3C4=C(CCCC4=O)OC4=C3C(=O)CCC4)cc2)cc1. The result is 1 (inhibitor). (4) The drug is O=C(Nc1ccc2nc(-c3ccc(Br)o3)[nH]c2c1)c1ccco1. The result is 1 (inhibitor). (5) The drug is O=C(NCC(=O)N(c1ccccc1)C(C(=O)NC1CCCC1)c1cccnc1)c1cccs1. The result is 1 (inhibitor). (6) The molecule is COc1ccccc1CCn1c(=O)c(-c2cccc(F)c2)nc2cncnc21. The result is 1 (inhibitor).